From a dataset of Full USPTO retrosynthesis dataset with 1.9M reactions from patents (1976-2016). Predict the reactants needed to synthesize the given product. Given the product [CH:1]([O:4][C:5](=[O:18])[N:6]([CH2:7][CH2:8][CH2:9][NH2:10])[CH3:17])([CH3:3])[CH3:2], predict the reactants needed to synthesize it. The reactants are: [CH:1]([O:4][C:5](=[O:18])[N:6]([CH3:17])[CH2:7][CH2:8][CH2:9][NH:10]C(=O)C(F)(F)F)([CH3:3])[CH3:2].C(=O)([O-])[O-].[K+].[K+].